Dataset: Reaction yield outcomes from USPTO patents with 853,638 reactions. Task: Predict the reaction yield, written as a fraction of the theoretical maximum amount of product (1.0 means a 100% yield; for example, 0.34 means a 34% yield). (1) The reactants are [CH2:1]([NH2:4])[CH:2]=[CH2:3].[C:5]([O:9][C:10](=[O:13])[CH2:11]Br)([CH3:8])([CH3:7])[CH3:6]. The catalyst is ClCCl. The product is [C:5]([O:9][C:10](=[O:13])[CH2:11][NH:4][CH2:1][CH:2]=[CH2:3])([CH3:8])([CH3:7])[CH3:6]. The yield is 0.990. (2) The reactants are [CH2:1]([C@@H:5]1[NH:10][CH2:9][C@H:8]([CH2:11][CH:12]([CH3:14])[CH3:13])[NH:7][C:6]1=[O:15])[CH:2]([CH3:4])[CH3:3].[CH3:16][O:17][C:18]1[CH:23]=[CH:22][CH:21]=[CH:20][C:19]=1[C:24]1[O:28][N:27]=[C:26]([C:29](O)=[O:30])[CH:25]=1.C([C@@H]1N(C(=O)/C=C/C2C=CC=CC=2)C[C@H](CC(C)C)NC1=O)C(C)C. No catalyst specified. The product is [CH2:1]([C@@H:5]1[N:10]([C:29]([C:26]2[CH:25]=[C:24]([C:19]3[CH:20]=[CH:21][CH:22]=[CH:23][C:18]=3[O:17][CH3:16])[O:28][N:27]=2)=[O:30])[CH2:9][C@H:8]([CH2:11][CH:12]([CH3:14])[CH3:13])[NH:7][C:6]1=[O:15])[CH:2]([CH3:4])[CH3:3]. The yield is 0.710. (3) The reactants are Br[C:2]1[C:11]2[C:6](=[CH:7][C:8]([CH2:14][CH3:15])=[C:9]([O:12][CH3:13])[CH:10]=2)[N:5]=[N:4][CH:3]=1.FC(F)(F)C(O)=O.[CH:23]1([NH:26][C:27]([C:29]2[C:33]3[CH2:34][NH:35][CH2:36][CH2:37][C:32]=3[NH:31][N:30]=2)=[O:28])[CH2:25][CH2:24]1.CC(C)([O-])C.[Na+]. The catalyst is C1C=CC(/C=C/C(/C=C/C2C=CC=CC=2)=O)=CC=1.C1C=CC(/C=C/C(/C=C/C2C=CC=CC=2)=O)=CC=1.C1C=CC(/C=C/C(/C=C/C2C=CC=CC=2)=O)=CC=1.[Pd].[Pd].C1(C)C=CC=CC=1. The product is [CH:23]1([NH:26][C:27]([C:29]2[C:33]3[CH2:34][N:35]([C:2]4[C:11]5[C:6](=[CH:7][C:8]([CH2:14][CH3:15])=[C:9]([O:12][CH3:13])[CH:10]=5)[N:5]=[N:4][CH:3]=4)[CH2:36][CH2:37][C:32]=3[NH:31][N:30]=2)=[O:28])[CH2:24][CH2:25]1. The yield is 0.200. (4) The reactants are N[C:2]1[CH:3]=[C:4]2[C:8](=[CH:9][CH:10]=1)[NH:7][N:6]=[CH:5]2.Cl.N([O-])=O.[Na+].C(=O)([O-])[O-].[Na+].[Na+].[Cu][C:23]#[N:24].[C-]#N.[Na+]. The catalyst is C(OCC)(=O)C.O. The product is [NH:7]1[C:8]2[C:4](=[CH:3][C:2]([C:23]#[N:24])=[CH:10][CH:9]=2)[CH:5]=[N:6]1. The yield is 0.910. (5) The reactants are [Cl:1][C:2]1[CH:7]=[CH:6][N:5]=[C:4]([NH:8][C:9]2[CH:16]=[CH:15][C:12]([C:13]#[N:14])=[CH:11][CH:10]=2)[N:3]=1.[B-](F)(F)(F)F.[N:22]([OH:24])=[O:23]. The catalyst is C(#N)C. The product is [N+:22]([C:10]1[CH:11]=[C:12]([CH:15]=[CH:16][C:9]=1[NH:8][C:4]1[N:3]=[C:2]([Cl:1])[CH:7]=[CH:6][N:5]=1)[C:13]#[N:14])([O-:24])=[O:23]. The yield is 0.640. (6) The reactants are [Cl:1][C:2]1[CH:3]=[C:4]([CH:9]=[CH:10][CH:11]=1)[C:5]([O:7]O)=[O:6].[NH:12]1[C:16]2=[N:17][CH:18]=[CH:19][CH:20]=[C:15]2[CH:14]=[CH:13]1. The catalyst is COCCOC.CCCCCCC. The product is [Cl:1][C:2]1[CH:3]=[C:4]([CH:9]=[CH:10][CH:11]=1)[C:5]([OH:7])=[O:6].[NH:12]1[C:16]2=[N+:17]([O-:6])[CH:18]=[CH:19][CH:20]=[C:15]2[CH:14]=[CH:13]1. The yield is 0.970.